This data is from Reaction yield outcomes from USPTO patents with 853,638 reactions. The task is: Predict the reaction yield, written as a fraction of the theoretical maximum amount of product (1.0 means a 100% yield; for example, 0.34 means a 34% yield). The reactants are [Br:1][C:2]1[S:3][C:4]([C:13](=[O:31])[C:14]2[CH:19]=[CH:18][C:17]([C:20]#[C:21][C:22]3[CH:27]=[CH:26][CH:25]=[CH:24][CH:23]=3)=[C:16]([N+:28]([O-])=O)[CH:15]=2)=[CH:5][C:6]=1[CH2:7][C:8]([O:10][CH2:11][CH3:12])=[O:9].C([O-])(O)=O.[Na+]. The catalyst is CCOC(C)=O. The product is [Br:1][C:2]1[S:3][C:4]([C:13](=[O:31])[C:14]2[CH:19]=[CH:18][C:17]([C:20]#[C:21][C:22]3[CH:23]=[CH:24][CH:25]=[CH:26][CH:27]=3)=[C:16]([NH2:28])[CH:15]=2)=[CH:5][C:6]=1[CH2:7][C:8]([O:10][CH2:11][CH3:12])=[O:9]. The yield is 1.00.